Dataset: Catalyst prediction with 721,799 reactions and 888 catalyst types from USPTO. Task: Predict which catalyst facilitates the given reaction. (1) Reactant: C(OC(=O)[NH:7][CH:8](C)[C:9]([N:11]1[CH2:15][CH2:14][CH2:13][CH:12]1[C:16](=[O:41])[NH:17][CH:18]([CH:30]1[CH:37]2[CH2:38][CH:33]3[CH2:34][C:35]([OH:40])([CH2:39][CH:31]1[CH2:32]3)[CH2:36]2)[C:19]([N:21]1[CH2:26][CH:25]2[CH:23]([CH2:24]2)[CH:22]1[C:27](=O)[NH2:28])=[O:20])=[O:10])(C)(C)C.N1C=C[CH:47]=[CH:46][CH:45]=1.[F:50][C:51]([F:62])([F:61])[C:52]([O:54]C(=O)C(F)(F)F)=[O:53]. Product: [F:50][C:51]([F:62])([F:61])[C:52]([OH:54])=[O:53].[C:27]([CH:22]1[N:21]([C:19](=[O:20])[CH:18]([NH:17][C:16]([CH:12]2[CH2:13][CH2:14][CH2:15][N:11]2[C:9](=[O:10])[CH:8]([NH2:7])[CH:46]([CH3:47])[CH3:45])=[O:41])[CH:30]2[CH:31]3[CH2:32][CH:33]4[CH2:34][C:35]([OH:40])([CH2:36][CH:37]2[CH2:38]4)[CH2:39]3)[CH2:26][CH:25]2[CH:23]1[CH2:24]2)#[N:28]. The catalyst class is: 1. (2) Reactant: [CH:1]([NH:4][C:5]1[S:6][C:7]2[C:12]([N:13]=1)=[CH:11][CH:10]=[C:9]([C:14](OC)=[O:15])[N:8]=2)([CH3:3])[CH3:2].[H-].[H-].[H-].[H-].[Li+].[Al+3].CCOC(C)=O. Product: [CH:1]([NH:4][C:5]1[S:6][C:7]2[C:12]([N:13]=1)=[CH:11][CH:10]=[C:9]([CH2:14][OH:15])[N:8]=2)([CH3:3])[CH3:2]. The catalyst class is: 1.